Dataset: NCI-60 drug combinations with 297,098 pairs across 59 cell lines. Task: Regression. Given two drug SMILES strings and cell line genomic features, predict the synergy score measuring deviation from expected non-interaction effect. Drug 1: CC1=C2C(C(=O)C3(C(CC4C(C3C(C(C2(C)C)(CC1OC(=O)C(C(C5=CC=CC=C5)NC(=O)C6=CC=CC=C6)O)O)OC(=O)C7=CC=CC=C7)(CO4)OC(=O)C)O)C)OC(=O)C. Drug 2: CC1C(C(CC(O1)OC2CC(CC3=C2C(=C4C(=C3O)C(=O)C5=C(C4=O)C(=CC=C5)OC)O)(C(=O)CO)O)N)O.Cl. Cell line: UACC-257. Synergy scores: CSS=30.3, Synergy_ZIP=-4.94, Synergy_Bliss=-4.29, Synergy_Loewe=-1.98, Synergy_HSA=-0.609.